This data is from Reaction yield outcomes from USPTO patents with 853,638 reactions. The task is: Predict the reaction yield, written as a fraction of the theoretical maximum amount of product (1.0 means a 100% yield; for example, 0.34 means a 34% yield). (1) The reactants are [CH:1]1([C:7](Cl)=[O:8])[CH2:6][CH2:5][CH2:4][CH2:3][CH2:2]1.[O:10]1CCCC1.[Br:15][C:16]([F:26])([F:25])[C:17]([F:24])([F:23])[CH2:18][CH2:19][CH2:20][CH2:21]O.C(N(CC)CC)C. The catalyst is O. The product is [CH:1]1([C:7]([OH:8])=[O:10])[CH2:6][CH2:5][CH2:4][CH2:3][CH2:2]1.[Br:15][C:16]([F:25])([F:26])[C:17]([F:23])([F:24])[CH2:18][CH2:19][CH2:20][CH3:21]. The yield is 0.900. (2) The reactants are [F:1][C:2]1[C:7]([C:8]2[NH:12][CH:11]=[C:10]([C:13](OCC)=[O:14])[C:9]=2[CH3:18])=[CH:6][CH:5]=[CH:4][N:3]=1.C1(C)C=CC=CC=1.[H-].C([Al+]CC(C)C)C(C)C.O. The catalyst is O1CCCC1. The product is [F:1][C:2]1[C:7]([C:8]2[NH:12][CH:11]=[C:10]([CH2:13][OH:14])[C:9]=2[CH3:18])=[CH:6][CH:5]=[CH:4][N:3]=1. The yield is 0.410. (3) The reactants are [CH3:1][N:2]([CH3:23])[C:3]1[CH:22]=[CH:21][C:6]([C:7]([N:9]2[C:18]3[C:13](=[CH:14][CH:15]=[CH:16][CH:17]=3)[C@H:12]([NH2:19])[CH2:11][C@@H:10]2[CH3:20])=[O:8])=[CH:5][CH:4]=1.[Cl:24][C:25]1[CH:30]=[CH:29][C:28](B(O)O)=[CH:27][CH:26]=1.N1C=CC=CC=1.C(OCC)(=O)C. The catalyst is CN(C=O)C.C([O-])(=O)C.[Cu+2].C([O-])(=O)C. The product is [CH3:23][N:2]([CH3:1])[C:3]1[CH:4]=[CH:5][C:6]([C:7]([N:9]2[C:18]3[C:13](=[CH:14][CH:15]=[CH:16][CH:17]=3)[C@H:12]([NH:19][C:28]3[CH:29]=[CH:30][C:25]([Cl:24])=[CH:26][CH:27]=3)[CH2:11][C@@H:10]2[CH3:20])=[O:8])=[CH:21][CH:22]=1. The yield is 0.220. (4) The reactants are [C:1]([O:5][C:6]([N:8]1[C:12]([C:13]#[N:14])=[CH:11][CH:10]=[C:9]1[C:15]1[CH:27]=[CH:26][C:18]2[NH:19][C:20](=O)[O:21][C:22]([CH3:24])([CH3:23])[C:17]=2[CH:16]=1)=[O:7])([CH3:4])([CH3:3])[CH3:2].COC1C=CC(P2(SP(C3C=CC(OC)=CC=3)(=S)S2)=[S:37])=CC=1. The catalyst is C1(C)C=CC=CC=1. The product is [C:13]([C:12]1[N:8]([C:6]([O:5][C:1]([CH3:4])([CH3:3])[CH3:2])=[O:7])[C:9]([C:15]2[CH:27]=[CH:26][C:18]3[NH:19][C:20](=[S:37])[O:21][C:22]([CH3:24])([CH3:23])[C:17]=3[CH:16]=2)=[CH:10][CH:11]=1)#[N:14]. The yield is 0.380.